This data is from Reaction yield outcomes from USPTO patents with 853,638 reactions. The task is: Predict the reaction yield, written as a fraction of the theoretical maximum amount of product (1.0 means a 100% yield; for example, 0.34 means a 34% yield). (1) The reactants are [CH2:1]([N:8]([CH2:26][CH3:27])[C@@H:9]1[CH2:13][CH2:12][N:11]([C:14]2[N:25]=[CH:24][CH:23]=[CH:22][C:15]=2[C:16]([O:18]C(C)C)=[O:17])[CH2:10]1)[C:2]1[CH:7]=[CH:6][CH:5]=[CH:4][CH:3]=1.[OH-].[Na+]. The catalyst is CO. The product is [CH2:26]([N:8]([CH2:1][C:2]1[CH:7]=[CH:6][CH:5]=[CH:4][CH:3]=1)[C@@H:9]1[CH2:13][CH2:12][N:11]([C:14]2[C:15]([C:16]([OH:18])=[O:17])=[CH:22][CH:23]=[CH:24][N:25]=2)[CH2:10]1)[CH3:27]. The yield is 1.00. (2) The product is [CH3:29][C:30]([CH3:33])([CH3:32])[CH2:31][C:4]([C:6]1[N:7]=[C:8]([C:22]2[CH:23]=[CH:24][CH:25]=[CH:26][CH:27]=2)[N:9]2[CH2:14][CH2:13][N:12]([C:15]([O:17][C:18]([CH3:20])([CH3:19])[CH3:21])=[O:16])[CH2:11][C:10]=12)=[O:5]. The yield is 0.770. The catalyst is C1COCC1. The reactants are CON(C)[C:4]([C:6]1[N:7]=[C:8]([C:22]2[CH:27]=[CH:26][CH:25]=[CH:24][CH:23]=2)[N:9]2[CH2:14][CH2:13][N:12]([C:15]([O:17][C:18]([CH3:21])([CH3:20])[CH3:19])=[O:16])[CH2:11][C:10]=12)=[O:5].[CH2:29]([Mg]Cl)[C:30]([CH3:33])([CH3:32])[CH3:31]. (3) The reactants are [Br:1][C:2]1[CH:3]=[C:4]([N+:9]([O-])=O)[CH:5]=[C:6]([I:8])[CH:7]=1. The catalyst is C(O)(=O)C.C(OCC)(=O)C.[Fe]. The product is [Br:1][C:2]1[CH:3]=[C:4]([CH:5]=[C:6]([I:8])[CH:7]=1)[NH2:9]. The yield is 0.960. (4) No catalyst specified. The yield is 0.550. The reactants are [NH:1]1[C:5]2[CH:6]=[CH:7][C:8]([C:10]([OH:12])=O)=[CH:9][C:4]=2[N:3]=[CH:2]1.[CH3:13][O:14][C:15]1[C:20]2[C@@H:21]3[C@H:26]([CH2:27][CH2:28][C:19]=2[CH:18]=[CH:17][CH:16]=1)[NH:25][CH2:24][CH2:23][CH2:22]3. The product is [NH:1]1[C:5]2[CH:6]=[CH:7][C:8]([C:10]([N:25]3[C@@H:26]4[C@@H:21]([C:20]5[C:15]([O:14][CH3:13])=[CH:16][CH:17]=[CH:18][C:19]=5[CH2:28][CH2:27]4)[CH2:22][CH2:23][CH2:24]3)=[O:12])=[CH:9][C:4]=2[N:3]=[CH:2]1. (5) The reactants are [CH2:1]([CH:9]([O:18][C:19]1[C:27]2[S:28][CH:29]=[CH:30][C:26]=2[C:25]([O:31][CH:32]([CH2:41][CH2:42][CH2:43][CH2:44][CH2:45][CH2:46][CH2:47][CH3:48])[CH2:33][CH2:34][CH2:35][CH2:36][CH2:37][CH2:38][CH2:39][CH3:40])=[C:21]2[S:22][CH:23]=[CH:24][C:20]=12)[CH2:10][CH2:11][CH2:12][CH2:13][CH2:14][CH2:15][CH2:16][CH3:17])[CH2:2][CH2:3][CH2:4][CH2:5][CH2:6][CH2:7][CH3:8].C([Li])CCC.[CH3:54][Sn:55](Cl)([CH3:57])[CH3:56]. The catalyst is O1CCCC1. The product is [CH2:1]([CH:9]([O:18][C:19]1[C:27]2[S:28][C:29]([Sn:55]([CH3:57])([CH3:56])[CH3:54])=[CH:30][C:26]=2[C:25]([O:31][CH:32]([CH2:33][CH2:34][CH2:35][CH2:36][CH2:37][CH2:38][CH2:39][CH3:40])[CH2:41][CH2:42][CH2:43][CH2:44][CH2:45][CH2:46][CH2:47][CH3:48])=[C:21]2[S:22][C:23]([Sn:55]([CH3:57])([CH3:56])[CH3:54])=[CH:24][C:20]=12)[CH2:10][CH2:11][CH2:12][CH2:13][CH2:14][CH2:15][CH2:16][CH3:17])[CH2:2][CH2:3][CH2:4][CH2:5][CH2:6][CH2:7][CH3:8]. The yield is 0.960. (6) The reactants are [C:1]1([CH2:7][CH:8]=[CH:9][C:10](=[O:12])[CH3:11])[CH:6]=[CH:5][CH:4]=[CH:3][CH:2]=1.[C:13]1(=[O:23])[NH:17][C:16](=[O:18])[C:15]2=[CH:19][CH:20]=[CH:21][CH:22]=[C:14]12. The catalyst is C(OCC)(=O)C.CO. The product is [CH2:7]([CH:8]([N:17]1[C:13](=[O:23])[C:14]2[C:15](=[CH:19][CH:20]=[CH:21][CH:22]=2)[C:16]1=[O:18])[CH2:9][C:10](=[O:12])[CH3:11])[C:1]1[CH:6]=[CH:5][CH:4]=[CH:3][CH:2]=1. The yield is 0.430. (7) The reactants are [C:1]1([C:7]2[N:11]([CH2:12][CH2:13][CH2:14][CH2:15][NH2:16])[CH:10]=[N:9][CH:8]=2)[CH:6]=[CH:5][CH:4]=[CH:3][CH:2]=1.[C:17](Cl)(=[O:19])[CH3:18].C([O-])(O)=O.[Na+]. The catalyst is C1COCC1. The product is [C:1]1([C:7]2[N:11]([CH2:12][CH2:13][CH2:14][CH2:15][NH:16][C:17](=[O:19])[CH3:18])[CH:10]=[N:9][CH:8]=2)[CH:2]=[CH:3][CH:4]=[CH:5][CH:6]=1. The yield is 0.430.